Dataset: Drug-target binding data from BindingDB using Ki measurements. Task: Regression. Given a target protein amino acid sequence and a drug SMILES string, predict the binding affinity score between them. We predict pKi (pKi = -log10(Ki in M); higher means stronger inhibition). Dataset: bindingdb_ki. The small molecule is CCNC(=O)C(Cc1ccccc1)NC(=O)[C@H](CC(C)C)NC(=O)OCc1ccccc1. The pKi is 7.4. The target protein (Q27971) has sequence MAGIAAKLAKDREAAEGLGSHERAVKYLNQDYAALRDECLEAGALFQDPSFPALPSSLGFKELGPYSSKTRGIEWKRPTEICDNPQFITGGATRTDICQGALGDCWLLAAIASLTLNEEILARVVPLDQSFQENYAGIFHFQFWQYGEWVEVVVDDRLPTKDGELLFVHSAEGSEFWSALLEKAYAKINGCYEALSGGATTEGFEDFTGGIAEWYELRKAPPNLFRIIQKALQKGSLLGCSIDITSAADSEAITFQKLVKGHAYSVTGAEEVESRGSLQKLIRIRNPWGEVEWTGQWNDNCPNWNTVDPEVRETLTRQHEDGEFWMSFNDFLRHYSRLEICNLTPDTLTSDSYKKWKLTKMDGNWRRGSTAGGCRNYPNTFWMNPQYLIKLEEEDEDQEDGESGCTFLVGLIQKHRRRQRKMGEDMHTIGFGIYEVPEELTGQTNIHLSKKFFLTTRARERSDTFINLREVLNRFKLPPGEYIVVPSTFEPNKDGDFCIR....